Dataset: Reaction yield outcomes from USPTO patents with 853,638 reactions. Task: Predict the reaction yield, written as a fraction of the theoretical maximum amount of product (1.0 means a 100% yield; for example, 0.34 means a 34% yield). (1) The reactants are Cl[C:2]1[C:7]([N+:8]([O-:10])=[O:9])=[CH:6][CH:5]=[CH:4][N:3]=1.[CH2:11]([Sn](CCCC)(CCCC)C=C)[CH2:12]CC. The catalyst is [Cl-].C([N+](CCCC)(CCCC)CCCC)CCC.[Pd](Cl)Cl.C1(P(C2C=CC=CC=2)C2C=CC=CC=2)C=CC=CC=1.C1(P(C2C=CC=CC=2)C2C=CC=CC=2)C=CC=CC=1.C(#N)C. The product is [N+:8]([C:7]1[C:2]([CH:11]=[CH2:12])=[N:3][CH:4]=[CH:5][CH:6]=1)([O-:10])=[O:9]. The yield is 0.670. (2) The reactants are [F:1][C:2]([F:13])([F:12])[C:3]1[N:8]=[C:7]([C:9]([OH:11])=O)[CH:6]=[CH:5][CH:4]=1.CCN(C(C)C)C(C)C.CN(C(ON1N=NC2C=CC=NC1=2)=[N+](C)C)C.F[P-](F)(F)(F)(F)F.[C:47]([C:49]1[C:50]([C:65]([F:68])([F:67])[F:66])=[C:51]2[C:55](=[CH:56][CH:57]=1)[N:54]([CH2:58]/[C:59](=[N:62]/[H])/[NH:60]O)[C:53]([CH3:64])=[CH:52]2)#[N:48]. The catalyst is CC#N. The product is [CH3:64][C:53]1[N:54]([CH2:58][C:59]2[N:62]=[C:9]([C:7]3[CH:6]=[CH:5][CH:4]=[C:3]([C:2]([F:1])([F:13])[F:12])[N:8]=3)[O:11][N:60]=2)[C:55]2[C:51]([CH:52]=1)=[C:50]([C:65]([F:67])([F:66])[F:68])[C:49]([C:47]#[N:48])=[CH:57][CH:56]=2. The yield is 0.460. (3) The reactants are [N+:1]([C:4]1[CH:5]=[N:6][CH:7]=[CH:8][C:9]=1[N:10]1[CH2:15][CH2:14][CH2:13][CH2:12][CH2:11]1)([O-])=O. The product is [N:10]1([C:9]2[CH:8]=[CH:7][N:6]=[CH:5][C:4]=2[NH2:1])[CH2:11][CH2:12][CH2:13][CH2:14][CH2:15]1. The yield is 0.930. The catalyst is C(O)C.[Pd]. (4) The product is [CH:47]1([C:45]([C@H:41]2[C@H:40]([CH3:50])[CH2:39][C@H:38]3[C@H:37]4[C:28]([C@@H:27]([C:24]5[CH:25]=[CH:26][C:21]([C:18]6[CH:19]=[CH:14][N:15]=[N:16][CH:17]=6)=[CH:22][CH:23]=5)[CH2:44][C@:42]23[CH3:43])=[C:29]2[C:34](=[CH:33][C:32](=[O:51])[CH2:31][CH2:30]2)[CH2:35][CH2:36]4)=[O:46])[CH2:49][CH2:48]1. The reactants are C([Sn]([C:14]1[N:15]=[N:16][CH:17]=[CH:18][CH:19]=1)(CCCC)CCCC)CCC.Br[C:21]1[CH:26]=[CH:25][C:24]([C@H:27]2[CH2:44][C@@:42]3([CH3:43])[C@@H:38]([CH2:39][C@@H:40]([CH3:50])[C@@H:41]3[C:45]([CH:47]3[CH2:49][CH2:48]3)=[O:46])[C@H:37]3[C:28]2=[C:29]2[C:34]([CH2:35][CH2:36]3)=[CH:33][C:32](=[O:51])[CH2:31][CH2:30]2)=[CH:23][CH:22]=1.O. The yield is 0.790. The catalyst is O1CCOCC1.Cl[Pd](Cl)([P](C1C=CC=CC=1)(C1C=CC=CC=1)C1C=CC=CC=1)[P](C1C=CC=CC=1)(C1C=CC=CC=1)C1C=CC=CC=1. (5) The reactants are Cl.[NH2:2][N:3]1[CH2:8][CH2:7][CH2:6][CH2:5][CH2:4]1.C[Al](C)C.C([O:15][C:16]([C:18]1[CH:22]=[C:21]([C:23]2[CH:28]=[CH:27][C:26]([O:29][S:30]([CH2:33][CH2:34][CH3:35])(=[O:32])=[O:31])=[CH:25][CH:24]=2)[N:20]([C:36]2[CH:41]=[CH:40][C:39]([Cl:42])=[CH:38][C:37]=2[Cl:43])[N:19]=1)=O)C. The catalyst is C1(C)C=CC=CC=1.C(Cl)Cl. The product is [Cl:43][C:37]1[CH:38]=[C:39]([Cl:42])[CH:40]=[CH:41][C:36]=1[N:20]1[C:21]([C:23]2[CH:24]=[CH:25][C:26]([O:29][S:30]([CH2:33][CH2:34][CH3:35])(=[O:32])=[O:31])=[CH:27][CH:28]=2)=[CH:22][C:18]([C:16](=[O:15])[NH:2][N:3]2[CH2:8][CH2:7][CH2:6][CH2:5][CH2:4]2)=[N:19]1. The yield is 0.550.